Dataset: Reaction yield outcomes from USPTO patents with 853,638 reactions. Task: Predict the reaction yield, written as a fraction of the theoretical maximum amount of product (1.0 means a 100% yield; for example, 0.34 means a 34% yield). (1) The reactants are [C:1]([O:5][C:6]([N:8]([C:35]([O:37][C:38]([CH3:41])([CH3:40])[CH3:39])=[O:36])[C:9]1[C:18]2[C:13](=[CH:14][C:15]([NH:19][CH:20]([C:25]3[CH:30]=[CH:29][CH:28]=[C:27]([O:31][CH:32]([F:34])[F:33])[CH:26]=3)[C:21]([O:23]C)=[O:22])=[CH:16][CH:17]=2)[CH:12]=[CH:11][N:10]=1)=[O:7])([CH3:4])([CH3:3])[CH3:2].[OH-].[Na+]. The catalyst is C1COCC1.CO. The product is [C:38]([O:37][C:35]([N:8]([C:6]([O:5][C:1]([CH3:4])([CH3:3])[CH3:2])=[O:7])[C:9]1[C:18]2[C:13](=[CH:14][C:15]([NH:19][CH:20]([C:25]3[CH:30]=[CH:29][CH:28]=[C:27]([O:31][CH:32]([F:33])[F:34])[CH:26]=3)[C:21]([OH:23])=[O:22])=[CH:16][CH:17]=2)[CH:12]=[CH:11][N:10]=1)=[O:36])([CH3:41])([CH3:40])[CH3:39]. The yield is 0.960. (2) The reactants are [CH3:1][O:2][C:3]1[C:7]([C:8]([O:10][CH2:11][CH3:12])=[O:9])=[CH:6][N:5](C(OC(C)(C)C)=O)[N:4]=1. The catalyst is ClCCl.FC(F)(F)C(O)=O. The product is [CH3:1][O:2][C:3]1[C:7]([C:8]([O:10][CH2:11][CH3:12])=[O:9])=[CH:6][NH:5][N:4]=1. The yield is 0.710.